Dataset: NCI-60 drug combinations with 297,098 pairs across 59 cell lines. Task: Regression. Given two drug SMILES strings and cell line genomic features, predict the synergy score measuring deviation from expected non-interaction effect. (1) Drug 1: C1C(C(OC1N2C=C(C(=O)NC2=O)F)CO)O. Drug 2: B(C(CC(C)C)NC(=O)C(CC1=CC=CC=C1)NC(=O)C2=NC=CN=C2)(O)O. Cell line: CCRF-CEM. Synergy scores: CSS=83.1, Synergy_ZIP=0.971, Synergy_Bliss=1.26, Synergy_Loewe=0.738, Synergy_HSA=3.11. (2) Drug 1: CC(C1=C(C=CC(=C1Cl)F)Cl)OC2=C(N=CC(=C2)C3=CN(N=C3)C4CCNCC4)N. Drug 2: C1CN(CCN1C(=O)CCBr)C(=O)CCBr. Cell line: SNB-75. Synergy scores: CSS=17.0, Synergy_ZIP=-2.26, Synergy_Bliss=2.98, Synergy_Loewe=2.75, Synergy_HSA=2.80.